From a dataset of Catalyst prediction with 721,799 reactions and 888 catalyst types from USPTO. Predict which catalyst facilitates the given reaction. (1) Product: [CH2:15]([N:7]1[C:8]2[CH2:9][CH2:10][CH2:11][CH2:12][C:13]=2[CH:14]=[C:5]([C:3]([OH:4])=[O:2])[C:6]1=[O:19])[CH2:16][CH2:17][CH3:18]. Reactant: C[O:2][C:3]([C:5]1[C:6](=[O:19])[N:7]([CH2:15][CH2:16][CH2:17][CH3:18])[C:8]2[CH2:9][CH2:10][CH2:11][CH2:12][C:13]=2[CH:14]=1)=[O:4].[OH-].[Na+].Cl. The catalyst class is: 8. (2) Reactant: [CH3:1][C:2]1[CH:11]=[CH:10][C:5]([C:6](OC)=[O:7])=[CH:4][N:3]=1.[BH4-].[Na+]. Product: [CH3:1][C:2]1[N:3]=[CH:4][C:5]([CH2:6][OH:7])=[CH:10][CH:11]=1. The catalyst class is: 5. (3) Product: [C:1]([N:5]1[C:9]([CH3:10])=[C:8]([S:13]([Cl:12])(=[O:15])=[O:14])[C:7]([CH3:11])=[N:6]1)([CH3:4])([CH3:3])[CH3:2]. Reactant: [C:1]([N:5]1[C:9]([CH3:10])=[CH:8][C:7]([CH3:11])=[N:6]1)([CH3:4])([CH3:3])[CH3:2].[Cl:12][S:13](O)(=[O:15])=[O:14].S(Cl)(Cl)=O. The catalyst class is: 22. (4) Reactant: [BrH:1].[CH2:2]([NH:9][CH2:10][C@H:11]1[CH2:20][CH2:19][C:18]2[C:13](=[CH:14][CH:15]=[CH:16][CH:17]=2)[O:12]1)[C:3]1[CH:8]=[CH:7][CH:6]=[CH:5][CH:4]=1.BrBr. Product: [CH2:2]([NH:9][CH2:10][C@H:11]1[CH2:20][CH2:19][C:18]2[C:13](=[CH:14][CH:15]=[C:16]([Br:1])[CH:17]=2)[O:12]1)[C:3]1[CH:4]=[CH:5][CH:6]=[CH:7][CH:8]=1. The catalyst class is: 15. (5) Reactant: C(O[C:4](=[O:16])[C:5]1[CH:10]=[CH:9][C:8]([N+:11]([O-:13])=[O:12])=[CH:7][C:6]=1[CH2:14]Br)C.Cl.[CH2:18]([O:20][C:21](=[O:25])[CH2:22][CH2:23][NH2:24])[CH3:19].C(=O)(O)[O-].[Na+]. Product: [CH2:18]([O:20][C:21](=[O:25])[CH2:22][CH2:23][N:24]1[CH2:14][C:6]2[C:5](=[CH:10][CH:9]=[C:8]([N+:11]([O-:13])=[O:12])[CH:7]=2)[C:4]1=[O:16])[CH3:19]. The catalyst class is: 120. (6) Reactant: C[Si]([N-][Si](C)(C)C)(C)C.[Na+].[CH3:11][O:12][C:13](=[O:29])[CH2:14][CH2:15][CH:16]1[CH2:21][CH2:20][N:19]([C:22]([O:24][C:25]([CH3:28])([CH3:27])[CH3:26])=[O:23])[CH2:18][CH2:17]1.I[CH3:31].Cl. The catalyst class is: 1. Product: [CH3:11][O:12][C:13](=[O:29])[CH:14]([CH3:31])[CH2:15][CH:16]1[CH2:21][CH2:20][N:19]([C:22]([O:24][C:25]([CH3:26])([CH3:28])[CH3:27])=[O:23])[CH2:18][CH2:17]1. (7) Reactant: [Cl:1][C:2]1[C:3]([CH:12]([N+:27]([O-])=[O:28])[CH2:13][NH:14][C:15](=[O:26])[C:16]2[CH:21]=[CH:20][CH:19]=[CH:18][C:17]=2[C:22]([F:25])([F:24])[F:23])=[N:4][CH:5]=[C:6]([C:8]([F:11])([F:10])[F:9])[CH:7]=1.CN(C)C=O.O.N([O-])=O.[Na+]. Product: [Cl:1][C:2]1[C:3]([C:12](=[N:27][OH:28])[CH2:13][NH:14][C:15](=[O:26])[C:16]2[CH:21]=[CH:20][CH:19]=[CH:18][C:17]=2[C:22]([F:24])([F:25])[F:23])=[N:4][CH:5]=[C:6]([C:8]([F:9])([F:11])[F:10])[CH:7]=1. The catalyst class is: 6. (8) Product: [CH3:1][O:2][C:3](=[O:19])[C:4]1[CH:13]=[C:12]([O:14][CH2:15][CH2:16][CH2:17][CH3:18])[CH:11]=[C:6]([C:7]([OH:9])=[O:8])[CH:5]=1. The catalyst class is: 87. Reactant: [CH3:1][O:2][C:3](=[O:19])[C:4]1[CH:13]=[C:12]([O:14][CH2:15][CH2:16][CH2:17][CH3:18])[CH:11]=[C:6]([C:7]([O:9]C)=[O:8])[CH:5]=1.[OH-].[Li+].Cl.